From a dataset of Catalyst prediction with 721,799 reactions and 888 catalyst types from USPTO. Predict which catalyst facilitates the given reaction. (1) Reactant: [Cl:1][C:2]1[CH:3]=[C:4](F)[C:5]([O:8][CH2:9][C:10]#[CH:11])=[N:6][CH:7]=1.[CH3:13][O-:14].[Na+].O. Product: [Cl:1][C:2]1[CH:3]=[C:4]([O:14][CH3:13])[C:5]([O:8][CH2:9][C:10]#[CH:11])=[N:6][CH:7]=1. The catalyst class is: 5. (2) Reactant: [CH2:1]([O:3][C:4](=[O:29])[CH2:5][CH:6]([C:22]1[CH:23]=[N:24][C:25]([CH3:28])=[N:26][CH:27]=1)[CH:7]=[CH:8][CH2:9][CH2:10][CH2:11][CH2:12][CH2:13][NH:14][C:15]([O:17][C:18]([CH3:21])([CH3:20])[CH3:19])=[O:16])[CH3:2].O.C([O-])=O.[NH4+]. Product: [CH2:1]([O:3][C:4](=[O:29])[CH2:5][CH:6]([C:22]1[CH:27]=[N:26][C:25]([CH3:28])=[N:24][CH:23]=1)[CH2:7][CH2:8][CH2:9][CH2:10][CH2:11][CH2:12][CH2:13][NH:14][C:15]([O:17][C:18]([CH3:20])([CH3:21])[CH3:19])=[O:16])[CH3:2]. The catalyst class is: 63. (3) Reactant: Br[C:2]1[CH:7]=[C:6]([O:8][C:9]([F:14])([F:13])[CH:10]([F:12])[F:11])[CH:5]=[C:4]([F:15])[CH:3]=1.[Li]CCCC.[F:21][C:22]1[CH:27]=[CH:26][C:25](/[C:28](=[N:36]/[S@@:37]([C:39]([CH3:42])([CH3:41])[CH3:40])=[O:38])/[CH2:29][C:30]2[CH:35]=[CH:34][CH:33]=[CH:32][CH:31]=2)=[CH:24][C:23]=1[O:43][CH3:44].[Al](C)(C)C.FC1C=C([Li])C=C(OC(F)(F)C(F)F)C=1. Product: [F:21][C:22]1[CH:27]=[CH:26][C:25]([C@@:28]([NH:36][S@@:37]([C:39]([CH3:40])([CH3:42])[CH3:41])=[O:38])([C:2]2[CH:7]=[C:6]([O:8][C:9]([F:14])([F:13])[CH:10]([F:12])[F:11])[CH:5]=[C:4]([F:15])[CH:3]=2)[CH2:29][C:30]2[CH:35]=[CH:34][CH:33]=[CH:32][CH:31]=2)=[CH:24][C:23]=1[O:43][CH3:44]. The catalyst class is: 260. (4) Reactant: Br[C:2]1[CH:7]=[CH:6][C:5]([N:8]2[C:16]3[C:15]4[CH:17]=[C:18]([NH:21][C:22](=[O:30])[C:23]5[CH:28]=[CH:27][CH:26]=[CH:25][C:24]=5[Cl:29])[CH:19]=[CH:20][C:14]=4[CH2:13][CH2:12][C:11]=3[C:10]([C:31]([NH2:33])=[O:32])=[N:9]2)=[CH:4][CH:3]=1.[CH3:34][N:35](C=O)C. The catalyst class is: 380. Product: [Cl:29][C:24]1[CH:25]=[CH:26][CH:27]=[CH:28][C:23]=1[C:22]([NH:21][C:18]1[CH:19]=[CH:20][C:14]2[CH2:13][CH2:12][C:11]3[C:10]([C:31]([NH2:33])=[O:32])=[N:9][N:8]([C:5]4[CH:6]=[CH:7][C:2]([C:34]#[N:35])=[CH:3][CH:4]=4)[C:16]=3[C:15]=2[CH:17]=1)=[O:30].